This data is from NCI-60 drug combinations with 297,098 pairs across 59 cell lines. The task is: Regression. Given two drug SMILES strings and cell line genomic features, predict the synergy score measuring deviation from expected non-interaction effect. (1) Drug 1: C1=C(C(=O)NC(=O)N1)F. Drug 2: CC1=CC=C(C=C1)C2=CC(=NN2C3=CC=C(C=C3)S(=O)(=O)N)C(F)(F)F. Cell line: K-562. Synergy scores: CSS=28.7, Synergy_ZIP=-12.5, Synergy_Bliss=-17.8, Synergy_Loewe=-20.2, Synergy_HSA=-15.7. (2) Drug 1: CN1CCC(CC1)COC2=C(C=C3C(=C2)N=CN=C3NC4=C(C=C(C=C4)Br)F)OC. Drug 2: CC(C1=C(C=CC(=C1Cl)F)Cl)OC2=C(N=CC(=C2)C3=CN(N=C3)C4CCNCC4)N. Cell line: T-47D. Synergy scores: CSS=-0.796, Synergy_ZIP=0.704, Synergy_Bliss=0.317, Synergy_Loewe=-4.35, Synergy_HSA=-1.40. (3) Cell line: SR. Drug 2: CC(C)NC(=O)C1=CC=C(C=C1)CNNC.Cl. Drug 1: CC12CCC3C(C1CCC2O)C(CC4=C3C=CC(=C4)O)CCCCCCCCCS(=O)CCCC(C(F)(F)F)(F)F. Synergy scores: CSS=-6.21, Synergy_ZIP=1.28, Synergy_Bliss=-2.02, Synergy_Loewe=-8.12, Synergy_HSA=-7.96. (4) Drug 1: C1=CN(C(=O)N=C1N)C2C(C(C(O2)CO)O)(F)F. Drug 2: CCC1=C2N=C(C=C(N2N=C1)NCC3=C[N+](=CC=C3)[O-])N4CCCCC4CCO. Cell line: HCT116. Synergy scores: CSS=73.0, Synergy_ZIP=-3.33, Synergy_Bliss=-6.44, Synergy_Loewe=-7.07, Synergy_HSA=-2.60. (5) Drug 2: CCC1=C2N=C(C=C(N2N=C1)NCC3=C[N+](=CC=C3)[O-])N4CCCCC4CCO. Cell line: HCT116. Drug 1: B(C(CC(C)C)NC(=O)C(CC1=CC=CC=C1)NC(=O)C2=NC=CN=C2)(O)O. Synergy scores: CSS=53.0, Synergy_ZIP=-0.124, Synergy_Bliss=-2.86, Synergy_Loewe=-5.62, Synergy_HSA=-1.62. (6) Cell line: ACHN. Drug 1: COC1=C(C=C2C(=C1)N=CN=C2NC3=CC(=C(C=C3)F)Cl)OCCCN4CCOCC4. Drug 2: COC1=NC(=NC2=C1N=CN2C3C(C(C(O3)CO)O)O)N. Synergy scores: CSS=51.6, Synergy_ZIP=1.77, Synergy_Bliss=2.79, Synergy_Loewe=-20.3, Synergy_HSA=4.45.